This data is from Peptide-MHC class II binding affinity with 134,281 pairs from IEDB. The task is: Regression. Given a peptide amino acid sequence and an MHC pseudo amino acid sequence, predict their binding affinity value. This is MHC class II binding data. The peptide sequence is LIGNGGAGGAGGVGA. The binding affinity (normalized) is 0.0834. The MHC is HLA-DPA10301-DPB10402 with pseudo-sequence HLA-DPA10301-DPB10402.